Dataset: Forward reaction prediction with 1.9M reactions from USPTO patents (1976-2016). Task: Predict the product of the given reaction. (1) Given the reactants C([O:9][CH2:10][C@@H:11]1[C:15]([O:17]C(=O)C)([CH3:16])[C@:14]([F:22])([CH3:21])[CH:13]([N:23]2[CH:31]=[N:30][C:29]3[C:28](=[O:32])[NH:27][CH:26]=[N:25][C:24]2=3)[O:12]1)(=O)C1C=CC=CC=1.CO, predict the reaction product. The product is: [F:22][C@:14]1([CH3:21])[C:15]([OH:17])([CH3:16])[C@@H:11]([CH2:10][OH:9])[O:12][CH:13]1[N:23]1[CH:31]=[N:30][C:29]2[C:28](=[O:32])[NH:27][CH:26]=[N:25][C:24]1=2. (2) The product is: [ClH:1].[NH2:24][C@@H:22]1[CH2:23][C@H:21]1[C:18]1[CH:17]=[CH:16][C:15]([C:11]2[CH:12]=[CH:13][CH:14]=[C:9]([NH:8][S:5]([CH:3]([CH3:4])[CH3:2])(=[O:7])=[O:6])[CH:10]=2)=[CH:20][CH:19]=1. Given the reactants [ClH:1].[CH3:2][CH:3]([S:5]([NH:8][C:9]1[CH:10]=[C:11]([C:15]2[CH:20]=[CH:19][C:18]([C@@H:21]3[CH2:23][C@H:22]3[NH:24]C(=O)OCCCC)=[CH:17][CH:16]=2)[CH:12]=[CH:13][CH:14]=1)(=[O:7])=[O:6])[CH3:4], predict the reaction product. (3) Given the reactants [Cl:1][CH2:2][CH2:3][C:4](Cl)=[O:5].[NH2:7][C:8]1[CH:28]=[CH:27][C:11]([NH:12][C:13]2[N:18]=[C:17]([NH:19][C:20]3[CH:25]=[CH:24][CH:23]=[CH:22][CH:21]=3)[C:16]([Br:26])=[CH:15][N:14]=2)=[CH:10][CH:9]=1.C(N(CC)CC)C.O, predict the reaction product. The product is: [NH:19]([C:17]1[C:16]([Br:26])=[CH:15][N:14]=[C:13]([NH:12][C:11]2[CH:10]=[CH:9][C:8]([NH:7][C:4](=[O:5])[CH2:3][CH2:2][Cl:1])=[CH:28][CH:27]=2)[N:18]=1)[C:20]1[CH:25]=[CH:24][CH:23]=[CH:22][CH:21]=1. (4) Given the reactants [N-:1]=[C:2]=[S:3].[Cl:4][C:5]1[CH:6]=[CH:7][CH:8]=[CH:9][C:10]=1[F:11].[CH2:12]([O:14][C:15]1[CH:16]=[C:17]([C:21]([NH:23][NH2:24])=O)[CH:18]=[CH:19][CH:20]=1)[CH3:13], predict the reaction product. The product is: [Cl:4][C:5]1[CH:6]=[C:7]([NH:1][C:2]2[S:3][C:21]([C:17]3[CH:18]=[CH:19][CH:20]=[C:15]([O:14][CH2:12][CH3:13])[CH:16]=3)=[N:23][N:24]=2)[CH:8]=[CH:9][C:10]=1[F:11]. (5) Given the reactants [Br:1][C:2]1[CH:7]=[CH:6][C:5]([OH:8])=[CH:4][CH:3]=1.C(=O)([O-])[O-].[K+].[K+].I[CH:16]([CH3:18])[CH3:17].O, predict the reaction product. The product is: [Br:1][C:2]1[CH:7]=[CH:6][C:5]([O:8][CH:16]([CH3:18])[CH3:17])=[CH:4][CH:3]=1. (6) Given the reactants [O:1]1[CH:5]=[CH:4][CH:3]=[C:2]1[C:6]1([NH2:9])[CH2:8][CH2:7]1.[CH3:10][C:11]([O:14][C:15](O[C:15]([O:14][C:11]([CH3:13])([CH3:12])[CH3:10])=[O:16])=[O:16])([CH3:13])[CH3:12], predict the reaction product. The product is: [O:1]1[CH:5]=[CH:4][CH:3]=[C:2]1[C:6]1([NH:9][C:15](=[O:16])[O:14][C:11]([CH3:13])([CH3:12])[CH3:10])[CH2:8][CH2:7]1. (7) Given the reactants [F:8][C:7]([F:10])([F:9])[C:6](O[C:6](=[O:11])[C:7]([F:10])([F:9])[F:8])=[O:11].[CH:14]([O:16][CH2:17][CH3:18])=[CH2:15].C(=O)(O)[O-].[Na+], predict the reaction product. The product is: [CH2:17]([O:16][CH:14]=[CH:15][C:6](=[O:11])[C:7]([F:8])([F:9])[F:10])[CH3:18]. (8) The product is: [C@H:1]1([N:10]2[CH:18]=[N:17][C:16]3[C:15](=[O:23])[NH:14][C:13]([NH2:20])=[N:12][C:11]2=3)[S:7][C@@H:6]([CH2:8][OH:9])[C@@H:4]([OH:5])[C@@H:2]1[OH:3]. Given the reactants [C@H:1]1([N:10]2[CH:18]=[N:17][C:16]3[C:11]2=[N:12][C:13]([NH2:20])=[N:14][C:15]=3N)[S:7][C@@H:6]([CH2:8][OH:9])[C@@H:4]([OH:5])[C@@H:2]1[OH:3].[C@@H]1(N2C3N=CN=C(N)C=3N=C2)O[C@H](CO)[C@@H](O)[C@H]1[OH:23].C, predict the reaction product. (9) Given the reactants [N+:1]([C:4]1[CH:5]=[C:6]([S:10]([NH:13][CH2:14][C:15]([NH2:17])=[O:16])(=[O:12])=[O:11])[CH:7]=[CH:8][CH:9]=1)([O-:3])=[O:2].Cl[CH2:19][C:20]([NH2:22])=[O:21], predict the reaction product. The product is: [C:15]([CH2:14][N:13]([S:10]([C:6]1[CH:7]=[CH:8][CH:9]=[C:4]([N+:1]([O-:3])=[O:2])[CH:5]=1)(=[O:12])=[O:11])[CH2:19][C:20]([NH2:22])=[O:21])(=[O:16])[NH2:17].